This data is from Full USPTO retrosynthesis dataset with 1.9M reactions from patents (1976-2016). The task is: Predict the reactants needed to synthesize the given product. (1) Given the product [Cl:25][C:16]1[CH:15]=[C:9]([NH:8][C:6]([NH:3][CH2:2][C@H:1]([NH:5][CH3:4])[C:40]([OH:42])=[O:41])=[O:7])[CH:10]=[C:18]([S:20]([OH:23])(=[O:22])=[O:21])[C:17]=1[CH3:24], predict the reactants needed to synthesize it. The reactants are: [CH:1]1[N:5]=[CH:4][N:3]([C:6]([N:8]2C=N[CH:10]=[CH:9]2)=[O:7])[CH:2]=1.NC1[CH:15]=[C:16]([Cl:25])[C:17]([CH3:24])=[C:18]([S:20]([OH:23])(=[O:22])=[O:21])C=1.Cl.[N+](C1C=CC=CC=1S(Cl)(=O)=O)([O-])=O.[C:40](=O)([O-:42])[O-:41].[K+].[K+].CI.FC(F)(F)C(O)=O. (2) Given the product [F:7][C:8]([F:27])([F:28])[C:9]1[CH:10]=[C:11]([CH:20]=[C:21]([C:23]([F:26])([F:24])[F:25])[CH:22]=1)[CH2:12][N:13]([CH2:30][C:31]1[CH:36]=[C:35]([C:37]([F:38])([F:39])[F:40])[CH:34]=[CH:33][C:32]=1[C:41]1[CH:46]=[C:45]([CH:47]([CH3:49])[CH3:48])[C:44]([F:50])=[CH:43][C:42]=1[O:51][CH3:52])[C:14]1[CH:15]=[CH:16][CH:17]=[CH:18][CH:19]=1, predict the reactants needed to synthesize it. The reactants are: CC(C)([O-])C.[K+].[F:7][C:8]([F:28])([F:27])[C:9]1[CH:10]=[C:11]([CH:20]=[C:21]([C:23]([F:26])([F:25])[F:24])[CH:22]=1)[CH2:12][NH:13][C:14]1[CH:19]=[CH:18][CH:17]=[CH:16][CH:15]=1.Br[CH2:30][C:31]1[CH:36]=[C:35]([C:37]([F:40])([F:39])[F:38])[CH:34]=[CH:33][C:32]=1[C:41]1[CH:46]=[C:45]([CH:47]([CH3:49])[CH3:48])[C:44]([F:50])=[CH:43][C:42]=1[O:51][CH3:52]. (3) Given the product [CH3:7][O:6][C:4]([C@:3]([NH:2][C:25](=[O:26])[O:36][CH2:37][C:38]1[CH:43]=[CH:42][N:41]=[CH:40][CH:39]=1)([CH3:15])[CH2:8][C:9]1[CH:14]=[CH:13][CH:12]=[CH:11][CH:10]=1)=[O:5], predict the reactants needed to synthesize it. The reactants are: Cl.[NH2:2][C@@:3]([CH3:15])([CH2:8][C:9]1[CH:14]=[CH:13][CH:12]=[CH:11][CH:10]=1)[C:4]([O:6][CH3:7])=[O:5].CCN(C(C)C)C(C)C.[C:25](=O)([O:36][CH2:37][C:38]1[CH:43]=[CH:42][N:41]=[CH:40][CH:39]=1)[O:26]C1C=CC([N+]([O-])=O)=CC=1. (4) The reactants are: [H-].[Al+3].[Li+].[H-].[H-].[H-].[CH3:7][N:8]1[CH2:13][CH2:12][NH:11][CH:10]([C:14]2[CH:19]=[CH:18][CH:17]=[CH:16][CH:15]=2)[C:9]1=O. Given the product [CH3:7][N:8]1[CH2:13][CH2:12][NH:11][CH:10]([C:14]2[CH:15]=[CH:16][CH:17]=[CH:18][CH:19]=2)[CH2:9]1, predict the reactants needed to synthesize it. (5) Given the product [Si:1]([O:8][CH2:9][C:10]1([CH3:38])[S:16][CH2:15][CH2:14][N:13]2[C:17]([C:20]3([C:23]4[CH:28]=[CH:27][C:26]([C:40]5[CH:45]=[CH:44][CH:43]=[C:42]([O:46][CH3:47])[N:41]=5)=[CH:25][CH:24]=4)[CH2:22][CH2:21]3)=[N:18][N:19]=[C:12]2[CH2:11]1)([C:4]([CH3:5])([CH3:6])[CH3:7])([CH3:2])[CH3:3], predict the reactants needed to synthesize it. The reactants are: [Si:1]([O:8][CH2:9][C:10]1([CH3:38])[S:16][CH2:15][CH2:14][N:13]2[C:17]([C:20]3([C:23]4[CH:28]=[CH:27][C:26](B5OC(C)(C)C(C)(C)O5)=[CH:25][CH:24]=4)[CH2:22][CH2:21]3)=[N:18][N:19]=[C:12]2[CH2:11]1)([C:4]([CH3:7])([CH3:6])[CH3:5])([CH3:3])[CH3:2].Br[C:40]1[CH:45]=[CH:44][CH:43]=[C:42]([O:46][CH3:47])[N:41]=1.C(=O)([O-])[O-].[K+].[K+].C(=O)([O-])O.[Na+].